This data is from Catalyst prediction with 721,799 reactions and 888 catalyst types from USPTO. The task is: Predict which catalyst facilitates the given reaction. Reactant: C(OC(=O)[NH:10][CH:11]1[CH2:14][CH:13]([N:15]([CH2:17][C@@H:18]2[C@@H:25]3[C@@H:21]([O:22][C:23]([CH3:27])([CH3:26])[O:24]3)[C@H:20]([N:28]3[CH:36]=[N:35][C:34]4[C:29]3=[N:30][CH:31]=[N:32][C:33]=4[NH2:37])[O:19]2)[CH3:16])[CH2:12]1)C1C=CC=CC=1.C(Cl)Cl. Product: [NH2:37][C:33]1[N:32]=[CH:31][N:30]=[C:29]2[C:34]=1[N:35]=[CH:36][N:28]2[C@H:20]1[C@@H:21]2[O:22][C:23]([CH3:26])([CH3:27])[O:24][C@@H:25]2[C@@H:18]([CH2:17][N:15]([CH3:16])[CH:13]2[CH2:12][CH:11]([NH2:10])[CH2:14]2)[O:19]1. The catalyst class is: 105.